From a dataset of Forward reaction prediction with 1.9M reactions from USPTO patents (1976-2016). Predict the product of the given reaction. (1) Given the reactants [CH3:1][O:2][CH2:3][CH2:4][N:5]([CH2:13][CH2:14][N:15]1[CH:19]=[C:18](B2OC(C)(C)C(C)(C)O2)[CH:17]=[N:16]1)[C:6](=[O:12])[O:7][C:8]([CH3:11])([CH3:10])[CH3:9].[F:29][C:30]1[CH:46]=[C:45]([N+:47]([O-:49])=[O:48])[CH:44]=[CH:43][C:31]=1[O:32][C:33]1[CH:38]=[CH:37][N:36]=[C:35]2[CH:39]=[C:40](I)[S:41][C:34]=12.C([O-])([O-])=O.[Na+].[Na+], predict the reaction product. The product is: [F:29][C:30]1[CH:46]=[C:45]([N+:47]([O-:49])=[O:48])[CH:44]=[CH:43][C:31]=1[O:32][C:33]1[CH:38]=[CH:37][N:36]=[C:35]2[CH:39]=[C:40]([C:18]3[CH:17]=[N:16][N:15]([CH2:14][CH2:13][N:5]([CH2:4][CH2:3][O:2][CH3:1])[C:6](=[O:12])[O:7][C:8]([CH3:9])([CH3:10])[CH3:11])[CH:19]=3)[S:41][C:34]=12. (2) The product is: [CH3:15][O:7][C:6](=[O:8])[C:5]1[C:9]([CH3:11])=[CH:10][C:2]([Br:1])=[CH:3][C:4]=1[CH3:12]. Given the reactants [Br:1][C:2]1[CH:10]=[C:9]([CH3:11])[C:5]([C:6]([OH:8])=[O:7])=[C:4]([CH3:12])[CH:3]=1.IC.[C:15](=O)([O-])[O-].[K+].[K+], predict the reaction product. (3) Given the reactants [Br:1][C:2]1[CH:3]=[CH:4][C:5]([C:8]([OH:10])=O)=[N:6][CH:7]=1.Cl.[Cl:12][C:13]1[CH:18]=[CH:17][C:16]([C:19]([CH:21]2[CH2:26][CH2:25][NH:24][CH2:23][CH2:22]2)=[O:20])=[CH:15][CH:14]=1, predict the reaction product. The product is: [Br:1][C:2]1[CH:3]=[CH:4][C:5]([C:8]([N:24]2[CH2:25][CH2:26][CH:21]([C:19](=[O:20])[C:16]3[CH:15]=[CH:14][C:13]([Cl:12])=[CH:18][CH:17]=3)[CH2:22][CH2:23]2)=[O:10])=[N:6][CH:7]=1. (4) Given the reactants [H-].[Na+].[C:3]1([OH:9])[CH:8]=[CH:7][CH:6]=[CH:5][CH:4]=1.[C:10]([O:14][C:15](=[O:36])[CH2:16][O:17][C:18]1[C:23]([CH3:24])=[CH:22][C:21]([C:25]2[O:26][C:27]3[N:28]=[C:29](Cl)[N:30]=[CH:31][C:32]=3[N:33]=2)=[CH:20][C:19]=1[CH3:35])([CH3:13])([CH3:12])[CH3:11], predict the reaction product. The product is: [C:10]([O:14][C:15](=[O:36])[CH2:16][O:17][C:18]1[C:23]([CH3:24])=[CH:22][C:21]([C:25]2[O:26][C:27]3[N:28]=[C:29]([O:9][C:3]4[CH:8]=[CH:7][CH:6]=[CH:5][CH:4]=4)[N:30]=[CH:31][C:32]=3[N:33]=2)=[CH:20][C:19]=1[CH3:35])([CH3:13])([CH3:12])[CH3:11]. (5) Given the reactants [CH2:1]([O:8][C:9]1[CH:14]=[CH:13][CH:12]=[CH:11][C:10]=1B(O)O)[C:2]1[CH:7]=[CH:6][CH:5]=[CH:4][CH:3]=1.[Br:18][C:19]1[CH:24]=[CH:23][CH:22]=[CH:21][C:20]=1Br.C1(C)C=CC=CC=1.C(=O)([O-])[O-].[K+].[K+], predict the reaction product. The product is: [CH2:1]([O:8][C:9]1[CH:14]=[CH:13][CH:12]=[CH:11][C:10]=1[C:20]1[CH:21]=[CH:22][CH:23]=[CH:24][C:19]=1[Br:18])[C:2]1[CH:7]=[CH:6][CH:5]=[CH:4][CH:3]=1. (6) Given the reactants [OH:1][CH:2]([C:11]1[CH:16]=[CH:15][CH:14]=[CH:13][CH:12]=1)[CH2:3][NH:4][C:5](=[O:10])[CH2:6][CH2:7][C:8]#[CH:9].C1C=C[NH+]=CC=1.[O-][Cr](Cl)(=O)=O, predict the reaction product. The product is: [O:1]=[C:2]([C:11]1[CH:12]=[CH:13][CH:14]=[CH:15][CH:16]=1)[CH2:3][NH:4][C:5](=[O:10])[CH2:6][CH2:7][C:8]#[CH:9].